Dataset: NCI-60 drug combinations with 297,098 pairs across 59 cell lines. Task: Regression. Given two drug SMILES strings and cell line genomic features, predict the synergy score measuring deviation from expected non-interaction effect. (1) Drug 1: CCC1(CC2CC(C3=C(CCN(C2)C1)C4=CC=CC=C4N3)(C5=C(C=C6C(=C5)C78CCN9C7C(C=CC9)(C(C(C8N6C=O)(C(=O)OC)O)OC(=O)C)CC)OC)C(=O)OC)O.OS(=O)(=O)O. Drug 2: CCCCC(=O)OCC(=O)C1(CC(C2=C(C1)C(=C3C(=C2O)C(=O)C4=C(C3=O)C=CC=C4OC)O)OC5CC(C(C(O5)C)O)NC(=O)C(F)(F)F)O. Cell line: SK-MEL-28. Synergy scores: CSS=65.2, Synergy_ZIP=3.45, Synergy_Bliss=7.50, Synergy_Loewe=5.37, Synergy_HSA=6.52. (2) Drug 2: CN1C(=O)N2C=NC(=C2N=N1)C(=O)N. Drug 1: C1C(C(OC1N2C=NC3=C(N=C(N=C32)Cl)N)CO)O. Synergy scores: CSS=22.7, Synergy_ZIP=1.65, Synergy_Bliss=-0.0476, Synergy_Loewe=-38.8, Synergy_HSA=-3.06. Cell line: MALME-3M.